This data is from Catalyst prediction with 721,799 reactions and 888 catalyst types from USPTO. The task is: Predict which catalyst facilitates the given reaction. (1) Reactant: [F:1][C:2]1[CH:11]=[C:10]2[C:5]([CH:6]=[CH:7][CH:8]=[C:9]2[NH2:12])=[CH:4][CH:3]=1.[H+].[B-:14]([F:18])([F:17])([F:16])[F:15].[N:19]([O-])=O.[Na+]. Product: [F:15][B-:14]([F:18])([F:17])[F:16].[F:1][C:2]1[CH:11]=[C:10]2[C:5]([CH:6]=[CH:7][CH:8]=[C:9]2[N+:12]#[N:19])=[CH:4][CH:3]=1. The catalyst class is: 6. (2) Reactant: [N+:1]([C:4]1[C:5]2[CH:22]=[C:21](C(O)=O)[CH:20]=[CH:19][C:6]=2[C:7]2[CH2:8][CH2:9][N:10]([C:13](=[O:18])[C:14]([F:17])([F:16])[F:15])[C:11]=2[CH:12]=1)([O-:3])=[O:2].[C:26](Cl)(=[O:30])C(Cl)=O.[N-:32]=[N+]=[N-].[Na+].[CH3:36][C:37]([OH:40])([CH3:39])[CH3:38].[CH2:41]([Cl:43])Cl. Product: [Cl:43][CH2:41][CH:8]1[C:7]2[C:6]3[CH:19]=[CH:20][C:21]([NH:32][C:26]([O:40][C:37]([CH3:39])([CH3:38])[CH3:36])=[O:30])=[CH:22][C:5]=3[C:4]([N+:1]([O-:3])=[O:2])=[CH:12][C:11]=2[N:10]([C:13](=[O:18])[C:14]([F:17])([F:15])[F:16])[CH2:9]1. The catalyst class is: 18. (3) Reactant: Cl[C:2]1[N:7]=[CH:6][C:5]([S:8]([N:11]2[CH2:16][CH2:15][N:14]([C:17]3[CH:22]=[CH:21][C:20]([C:23]([OH:32])([C:28]([F:31])([F:30])[F:29])[C:24]([F:27])([F:26])[F:25])=[CH:19][CH:18]=3)[C@@H:13]([CH2:33][N:34]3[CH2:39][CH2:38][O:37][CH2:36][C@H:35]3[CH3:40])[CH2:12]2)(=[O:10])=[O:9])=[CH:4][CH:3]=1.[OH-].[NH4+:42]. Product: [NH2:42][C:2]1[N:7]=[CH:6][C:5]([S:8]([N:11]2[CH2:16][CH2:15][N:14]([C:17]3[CH:22]=[CH:21][C:20]([C:23]([OH:32])([C:28]([F:31])([F:30])[F:29])[C:24]([F:27])([F:26])[F:25])=[CH:19][CH:18]=3)[C@@H:13]([CH2:33][N:34]3[CH2:39][CH2:38][O:37][CH2:36][C@@H:35]3[CH3:40])[CH2:12]2)(=[O:10])=[O:9])=[CH:4][CH:3]=1. The catalyst class is: 14. (4) Reactant: [Cl:1][C:2]1[CH:3]=[CH:4][C:5]([O:20][CH3:21])=[C:6]([C:8]2[N:16]3[C:11]([CH:12]=[N:13][C:14](S(C)=O)=[N:15]3)=[CH:10][CH:9]=2)[CH:7]=1.[CH3:22][O:23][C:24]1[CH:25]=[C:26]([CH:28]=[CH:29][C:30]=1[O:31][CH3:32])[NH2:27]. Product: [Cl:1][C:2]1[CH:3]=[CH:4][C:5]([O:20][CH3:21])=[C:6]([C:8]2[N:16]3[C:11]([CH:12]=[N:13][C:14]([NH:27][C:26]4[CH:28]=[CH:29][C:30]([O:31][CH3:32])=[C:24]([O:23][CH3:22])[CH:25]=4)=[N:15]3)=[CH:10][CH:9]=2)[CH:7]=1. The catalyst class is: 141. (5) Reactant: [C:1]([OH:24])(=[O:23])[CH2:2][CH2:3][CH2:4][CH2:5][CH2:6][CH2:7][CH2:8][CH2:9][CH2:10][CH2:11][CH2:12][CH2:13][CH2:14][CH2:15][CH2:16][CH2:17][CH2:18][CH2:19][CH2:20][CH2:21][CH3:22].C(O)(=O)CCCCCCCCCCCCCCCCCCCCCCC.C(O)(=O)CCCCCCCCCCCCCCCCCCC.C(O)(=O)CCCCCCCCCCC/C=C\CCCCCCCC.[OH-].[Na+:98]. Product: [C:1]([O-:24])(=[O:23])[CH2:2][CH2:3][CH2:4][CH2:5][CH2:6][CH2:7][CH2:8][CH2:9][CH2:10][CH2:11][CH2:12][CH2:13][CH2:14][CH2:15][CH2:16][CH2:17][CH2:18][CH2:19][CH2:20][CH2:21][CH3:22].[Na+:98]. The catalyst class is: 371. (6) Reactant: Cl[C:2]1[N:7]=[C:6]([NH:8][C:9]2[CH:14]=[C:13]([CH:15]=[CH2:16])[CH:12]=[CH:11][C:10]=2[S:17]([CH:20]([CH3:22])[CH3:21])(=[O:19])=[O:18])[C:5]([Cl:23])=[CH:4][N:3]=1.[Br:24][C:25]1[C:26]([N:34]2[CH2:39][CH2:38][N:37]([CH3:40])[CH2:36][CH2:35]2)=[CH:27][C:28]([O:32][CH3:33])=[C:29]([NH2:31])[CH:30]=1.CS(O)(=O)=O. Product: [Br:24][C:25]1[C:26]([N:34]2[CH2:35][CH2:36][N:37]([CH3:40])[CH2:38][CH2:39]2)=[CH:27][C:28]([O:32][CH3:33])=[C:29]([NH:31][C:2]2[N:7]=[C:6]([NH:8][C:9]3[CH:14]=[C:13]([CH:15]=[CH2:16])[CH:12]=[CH:11][C:10]=3[S:17]([CH:20]([CH3:22])[CH3:21])(=[O:19])=[O:18])[C:5]([Cl:23])=[CH:4][N:3]=2)[CH:30]=1. The catalyst class is: 141.